This data is from Merck oncology drug combination screen with 23,052 pairs across 39 cell lines. The task is: Regression. Given two drug SMILES strings and cell line genomic features, predict the synergy score measuring deviation from expected non-interaction effect. (1) Drug 1: O=c1[nH]cc(F)c(=O)[nH]1. Drug 2: O=C(NOCC(O)CO)c1ccc(F)c(F)c1Nc1ccc(I)cc1F. Cell line: A2058. Synergy scores: synergy=2.26. (2) Drug 1: COC12C(COC(N)=O)C3=C(C(=O)C(C)=C(N)C3=O)N1CC1NC12. Drug 2: CS(=O)(=O)CCNCc1ccc(-c2ccc3ncnc(Nc4ccc(OCc5cccc(F)c5)c(Cl)c4)c3c2)o1. Synergy scores: synergy=8.58. Cell line: RPMI7951. (3) Drug 1: O=S1(=O)NC2(CN1CC(F)(F)F)C1CCC2Cc2cc(C=CCN3CCC(C(F)(F)F)CC3)ccc2C1. Drug 2: NC(=O)c1cccc2cn(-c3ccc(C4CCCNC4)cc3)nc12. Cell line: NCIH2122. Synergy scores: synergy=17.2. (4) Drug 1: CN(C)C(=N)N=C(N)N. Drug 2: CCc1cnn2c(NCc3ccc[n+]([O-])c3)cc(N3CCCCC3CCO)nc12. Cell line: NCIH2122. Synergy scores: synergy=4.60. (5) Drug 1: COC12C(COC(N)=O)C3=C(C(=O)C(C)=C(N)C3=O)N1CC1NC12. Drug 2: CC(C)CC(NC(=O)C(Cc1ccccc1)NC(=O)c1cnccn1)B(O)O. Cell line: NCIH2122. Synergy scores: synergy=-27.4.